This data is from Catalyst prediction with 721,799 reactions and 888 catalyst types from USPTO. The task is: Predict which catalyst facilitates the given reaction. (1) The catalyst class is: 632. Reactant: [CH3:1][O:2][CH2:3][CH2:4][CH2:5][OH:6].[H-].[Na+].[Cl:9][C:10]1[C:15]([C:16]2[C:21]([F:22])=[CH:20][C:19](F)=[CH:18][C:17]=2[F:24])=[C:14]([NH:25][C@H:26]([CH3:30])[CH:27]([CH3:29])[CH3:28])[N:13]2[N:31]=[CH:32][N:33]=[C:12]2[N:11]=1.C(#N)C.O. Product: [Cl:9][C:10]1[C:15]([C:16]2[C:17]([F:24])=[CH:18][C:19]([O:6][CH2:5][CH2:4][CH2:3][O:2][CH3:1])=[CH:20][C:21]=2[F:22])=[C:14]([NH:25][C@H:26]([CH3:30])[CH:27]([CH3:28])[CH3:29])[N:13]2[N:31]=[CH:32][N:33]=[C:12]2[N:11]=1. (2) The catalyst class is: 512. Product: [CH3:6][O:7][C:8]1[C:9]([NH:22][C:23]2[N:28]=[C:27]([C:29]3[CH:30]=[N:31][N:32]4[CH2:37][CH2:36][CH2:35][CH2:34][C:33]=34)[CH:26]=[CH:25][N:24]=2)=[CH:10][C:11]([NH:21][C:1](=[O:4])[CH:2]=[CH2:3])=[C:12]([C:14]2[CH2:15][CH2:16][N:17]([CH3:20])[CH2:18][CH:19]=2)[CH:13]=1. Reactant: [C:1](Cl)(=[O:4])[CH:2]=[CH2:3].[CH3:6][O:7][C:8]1[CH:13]=[C:12]([C:14]2[CH2:15][CH2:16][N:17]([CH3:20])[CH2:18][CH:19]=2)[C:11]([NH2:21])=[CH:10][C:9]=1[NH:22][C:23]1[N:28]=[C:27]([C:29]2[CH:30]=[N:31][N:32]3[CH2:37][CH2:36][CH2:35][CH2:34][C:33]=23)[CH:26]=[CH:25][N:24]=1. (3) The catalyst class is: 1. Reactant: [CH3:1][C:2]1[N:3]([C:8]2[CH:12]=[CH:11][N:10]([CH3:13])[N:9]=2)[C:4]([CH3:7])=[CH:5][CH:6]=1.[Li][CH2:15]CCC.CCCCCC.C([O:27][C:28](=O)[C:29]([F:32])([F:31])[F:30])C. Product: [CH3:7][C:4]1[N:3]([C:8]2[CH:12]=[C:11]([C:28]([OH:27])([CH3:15])[C:29]([F:32])([F:31])[F:30])[N:10]([CH3:13])[N:9]=2)[C:2]([CH3:1])=[CH:6][CH:5]=1. (4) Reactant: Cl[C:2]1[C:7]([N+:8]([O-:10])=[O:9])=[CH:6][CH:5]=[C:4]([Cl:11])[N:3]=1.[NH2:12][CH:13]([CH2:20][C:21]([O:23][CH2:24][CH3:25])=[O:22])[CH2:14][C:15]([O:17][CH2:18][CH3:19])=[O:16].C([O-])(O)=O.[Na+]. Product: [Cl:11][C:4]1[N:3]=[C:2]([NH:12][CH:13]([CH2:14][C:15]([O:17][CH2:18][CH3:19])=[O:16])[CH2:20][C:21]([O:23][CH2:24][CH3:25])=[O:22])[C:7]([N+:8]([O-:10])=[O:9])=[CH:6][CH:5]=1. The catalyst class is: 7. (5) Reactant: [OH:1][C:2]1[CH:7]=[C:6]([OH:8])[CH:5]=[CH:4][C:3]=1[C:9](=[O:11])[CH3:10].C(=O)([O-])[O-].[K+].[K+].[CH2:18](Br)[C:19]1[CH:24]=[CH:23][CH:22]=[CH:21][CH:20]=1. Product: [CH2:18]([O:8][C:6]1[CH:5]=[CH:4][C:3]([C:9](=[O:11])[CH3:10])=[C:2]([OH:1])[CH:7]=1)[C:19]1[CH:24]=[CH:23][CH:22]=[CH:21][CH:20]=1. The catalyst class is: 21. (6) Reactant: [I:1][C:2]1[C:10]2[C:5](=[CH:6][C:7]([CH:11]=O)=[CH:8][CH:9]=2)[NH:4][N:3]=1.[NH:13]1[C:21]2[C:16](=[CH:17][CH:18]=[CH:19][CH:20]=2)[CH2:15][C:14]1=[O:22].N1CCCCC1. Product: [I:1][C:2]1[C:10]2[C:5](=[CH:6][C:7](/[CH:11]=[C:15]3/[C:14](=[O:22])[NH:13][C:21]4[C:16]/3=[CH:17][CH:18]=[CH:19][CH:20]=4)=[CH:8][CH:9]=2)[NH:4][N:3]=1. The catalyst class is: 5.